Dataset: Reaction yield outcomes from USPTO patents with 853,638 reactions. Task: Predict the reaction yield, written as a fraction of the theoretical maximum amount of product (1.0 means a 100% yield; for example, 0.34 means a 34% yield). The reactants are [CH3:1][N:2]1[C:6]([C:7]([O:9][CH2:10][CH3:11])=[O:8])=[C:5]([C:12]([F:15])([F:14])[F:13])[C:4]([C:16](OCC)=[O:17])=[N:3]1.[H-].C([Al+]CC(C)C)C(C)C.O. The catalyst is O1CCCC1.C1CCCCC1. The product is [OH:17][CH2:16][C:4]1[C:5]([C:12]([F:13])([F:14])[F:15])=[C:6]([C:7]([O:9][CH2:10][CH3:11])=[O:8])[N:2]([CH3:1])[N:3]=1. The yield is 0.800.